This data is from Reaction yield outcomes from USPTO patents with 853,638 reactions. The task is: Predict the reaction yield, written as a fraction of the theoretical maximum amount of product (1.0 means a 100% yield; for example, 0.34 means a 34% yield). The reactants are [N:1]1[CH:6]=[CH:5][C:4]([C:7]2[CH2:11][O:10][C:9](=[O:12])[C:8]=2[C:13]2[CH:18]=[CH:17][C:16]([O:19][CH2:20][C:21]3[CH:30]=[CH:29][C:28]4[C:23](=[CH:24][CH:25]=[CH:26][CH:27]=4)[N:22]=3)=[CH:15][CH:14]=2)=[CH:3][CH:2]=1.[CH3:31][NH2:32]. The catalyst is CO. The product is [OH:10][CH2:11]/[C:7](/[C:4]1[CH:3]=[CH:2][N:1]=[CH:6][CH:5]=1)=[C:8](/[C:13]1[CH:18]=[CH:17][C:16]([O:19][CH2:20][C:21]2[CH:30]=[CH:29][C:28]3[C:23](=[CH:24][CH:25]=[CH:26][CH:27]=3)[N:22]=2)=[CH:15][CH:14]=1)\[C:9]([NH:32][CH3:31])=[O:12]. The yield is 0.860.